Dataset: Reaction yield outcomes from USPTO patents with 853,638 reactions. Task: Predict the reaction yield, written as a fraction of the theoretical maximum amount of product (1.0 means a 100% yield; for example, 0.34 means a 34% yield). (1) The reactants are [Cl:1][C:2]1[N:7]=[C:6](Cl)[CH:5]=[CH:4][N:3]=1.[F:9][C:10]1[CH:11]=[C:12]2[C:16](=[CH:17][CH:18]=1)[NH:15][N:14]=[C:13]2[NH:19][CH3:20].Cl. The catalyst is O.C(OCC)C. The product is [Cl:1][C:2]1[N:7]=[C:6]([N:19]([CH3:20])[C:13]2[C:12]3[C:16](=[CH:17][CH:18]=[C:10]([F:9])[CH:11]=3)[NH:15][N:14]=2)[CH:5]=[CH:4][N:3]=1. The yield is 0.630. (2) The reactants are [S:1]([Cl:5])(=O)(=[O:3])[OH:2].[CH3:6][N:7]([CH3:14])[C:8]1[CH:13]=[CH:12][CH:11]=[CH:10][CH:9]=1. The catalyst is ClCCl. The product is [CH3:6][N:7]([CH3:14])[C:8]1[CH:9]=[C:10]([S:1]([Cl:5])(=[O:3])=[O:2])[CH:11]=[CH:12][CH:13]=1. The yield is 0.110. (3) The reactants are [NH:1]1[C:9]2[CH:8]=[CH:7][CH:6]=[C:5]([C:10]#[N:11])[C:4]=2[CH:3]=[N:2]1.Br[CH2:13][C:14]([CH3:21])([CH3:20])[C:15]([O:17][CH2:18][CH3:19])=[O:16].C([O-])([O-])=O.[Cs+].[Cs+]. The catalyst is CN(C=O)C. The product is [C:10]([C:5]1[CH:6]=[CH:7][CH:8]=[C:9]2[C:4]=1[CH:3]=[N:2][N:1]2[CH2:13][C:14]([CH3:21])([CH3:20])[C:15]([O:17][CH2:18][CH3:19])=[O:16])#[N:11]. The yield is 0.370. (4) The reactants are [CH3:1][N:2]([CH3:38])[C:3]1[CH:4]=[C:5]2[C:14](=[CH:15][CH:16]=1)[C:13]([C:17]1[C:22]([OH:23])=[CH:21][C:20]([N:24]([CH2:31][CH3:32])[CH2:25][CH2:26][CH2:27][C:28]([O-:30])=[O:29])=[C:19]([O:33][CH3:34])[CH:18]=1)=[C:12]1[C:7](=[CH:8][C:9](=[N+:35]([CH3:37])[CH3:36])[CH:10]=[CH:11]1)[O:6]2.CCN(C(C)C)C(C)C.FC(F)(F)C(O)=O.O[N:56]1[C:60](=[O:61])[CH2:59][CH2:58][C:57]1=[O:62].C(Cl)(Cl)[Cl:64]. The catalyst is CN(C=O)C. The product is [Cl-:64].[CH3:38][N:2]([CH3:1])[C:3]1[CH:4]=[C:5]2[C:14](=[CH:15][CH:16]=1)[C:13]([C:17]1[CH:18]=[C:19]([O:33][CH3:34])[C:20]([N:24]([CH2:25][CH2:26][CH2:27][C:28]([O:30][N:56]3[C:60](=[O:61])[CH2:59][CH2:58][C:57]3=[O:62])=[O:29])[CH2:31][CH3:32])=[CH:21][C:22]=1[OH:23])=[C:12]1[C:7](=[CH:8][C:9](=[N+:35]([CH3:37])[CH3:36])[CH:10]=[CH:11]1)[O:6]2. The yield is 0.670.